This data is from Full USPTO retrosynthesis dataset with 1.9M reactions from patents (1976-2016). The task is: Predict the reactants needed to synthesize the given product. (1) Given the product [CH3:1][O:2][C:3]([CH:5]1[CH2:9][CH2:8][CH:7]([S:29]([C:23]2[CH:18]=[CH:19][CH:20]=[CH:21][C:22]=2[Cl:24])(=[O:32])=[O:30])[CH2:6]1)=[O:4], predict the reactants needed to synthesize it. The reactants are: [CH3:1][O:2][C:3]([CH:5]1[CH2:9][CH2:8][CH:7](SC2C=CC=CC=2Cl)[CH2:6]1)=[O:4].[CH:18]1[CH:23]=[C:22]([Cl:24])[CH:21]=[C:20](C(OO)=O)[CH:19]=1.[S:29](=[O:32])(O)[O-:30].[Na+]. (2) The reactants are: [CH:1]1([NH:4][C:5]([C:7]2[CH:11]=[CH:10][NH:9][CH:8]=2)=[O:6])[CH2:3][CH2:2]1.[H-].[Na+].[C:14]([C:18]1[N:22]([CH2:23][CH:24]2[CH2:29][CH2:28][O:27][CH2:26][CH2:25]2)[C:21]2[CH:30]=[CH:31][C:32]([S:34](Cl)(=[O:36])=[O:35])=[CH:33][C:20]=2[N:19]=1)([CH3:17])([CH3:16])[CH3:15]. Given the product [C:14]([C:18]1[N:22]([CH2:23][CH:24]2[CH2:25][CH2:26][O:27][CH2:28][CH2:29]2)[C:21]2[CH:30]=[CH:31][C:32]([S:34]([N:9]3[CH:10]=[CH:11][C:7]([C:5]([NH:4][CH:1]4[CH2:3][CH2:2]4)=[O:6])=[CH:8]3)(=[O:35])=[O:36])=[CH:33][C:20]=2[N:19]=1)([CH3:17])([CH3:15])[CH3:16], predict the reactants needed to synthesize it.